Dataset: NCI-60 drug combinations with 297,098 pairs across 59 cell lines. Task: Regression. Given two drug SMILES strings and cell line genomic features, predict the synergy score measuring deviation from expected non-interaction effect. (1) Drug 1: C1C(C(OC1N2C=NC3=C(N=C(N=C32)Cl)N)CO)O. Drug 2: CC1=C2C(C(=O)C3(C(CC4C(C3C(C(C2(C)C)(CC1OC(=O)C(C(C5=CC=CC=C5)NC(=O)OC(C)(C)C)O)O)OC(=O)C6=CC=CC=C6)(CO4)OC(=O)C)O)C)O. Cell line: RXF 393. Synergy scores: CSS=2.99, Synergy_ZIP=-1.96, Synergy_Bliss=-0.494, Synergy_Loewe=-2.12, Synergy_HSA=-1.55. (2) Drug 1: C1CC(=O)NC(=O)C1N2CC3=C(C2=O)C=CC=C3N. Drug 2: C(=O)(N)NO. Cell line: CCRF-CEM. Synergy scores: CSS=34.9, Synergy_ZIP=-13.9, Synergy_Bliss=-3.20, Synergy_Loewe=1.16, Synergy_HSA=4.96. (3) Drug 1: CN(C)C1=NC(=NC(=N1)N(C)C)N(C)C. Drug 2: C1C(C(OC1N2C=NC(=NC2=O)N)CO)O. Cell line: SK-MEL-28. Synergy scores: CSS=-0.742, Synergy_ZIP=1.41, Synergy_Bliss=3.12, Synergy_Loewe=-11.0, Synergy_HSA=-2.35. (4) Drug 1: CC12CCC(CC1=CCC3C2CCC4(C3CC=C4C5=CN=CC=C5)C)O. Drug 2: B(C(CC(C)C)NC(=O)C(CC1=CC=CC=C1)NC(=O)C2=NC=CN=C2)(O)O. Cell line: NCI-H460. Synergy scores: CSS=9.12, Synergy_ZIP=-1.69, Synergy_Bliss=3.46, Synergy_Loewe=-1.07, Synergy_HSA=2.71. (5) Drug 1: CCN(CC)CCNC(=O)C1=C(NC(=C1C)C=C2C3=C(C=CC(=C3)F)NC2=O)C. Drug 2: C1CN(P(=O)(OC1)NCCCl)CCCl. Cell line: CCRF-CEM. Synergy scores: CSS=7.21, Synergy_ZIP=-3.18, Synergy_Bliss=-2.47, Synergy_Loewe=1.58, Synergy_HSA=-1.12.